Task: Regression. Given a peptide amino acid sequence and an MHC pseudo amino acid sequence, predict their binding affinity value. This is MHC class I binding data.. Dataset: Peptide-MHC class I binding affinity with 185,985 pairs from IEDB/IMGT (1) The peptide sequence is RYSNFAWYF. The MHC is HLA-A01:01 with pseudo-sequence HLA-A01:01. The binding affinity (normalized) is 0.0847. (2) The peptide sequence is LINRFTMKHK. The MHC is HLA-A03:01 with pseudo-sequence HLA-A03:01. The binding affinity (normalized) is 0.766. (3) The peptide sequence is VITYCLVTHM. The MHC is HLA-A02:03 with pseudo-sequence HLA-A02:03. The binding affinity (normalized) is 0.412. (4) The peptide sequence is VFLILCFTIK. The MHC is HLA-A11:01 with pseudo-sequence HLA-A11:01. The binding affinity (normalized) is 0.453. (5) The peptide sequence is ALLAGLVSLL. The MHC is HLA-A02:01 with pseudo-sequence HLA-A02:01. The binding affinity (normalized) is 0.627. (6) The peptide sequence is RPSGDLRQRL. The MHC is Mamu-B08 with pseudo-sequence Mamu-B08. The binding affinity (normalized) is 0.162. (7) The peptide sequence is QLFPELECF. The binding affinity (normalized) is 0.0847. The MHC is HLA-B51:01 with pseudo-sequence HLA-B51:01.